This data is from Forward reaction prediction with 1.9M reactions from USPTO patents (1976-2016). The task is: Predict the product of the given reaction. Given the reactants [Cl:1][C:2]1[CH:3]=[C:4]([C:9]2[N:13]=[C:12]([NH2:14])[NH:11][N:10]=2)[CH:5]=[CH:6][C:7]=1[Cl:8].C([N:18]1[C:26]2[C:21](=[CH:22][C:23]([C:27](=O)[CH2:28][C:29](OCC)=[O:30])=[CH:24][CH:25]=2)[CH:20]=[N:19]1)(=O)C.CC1C=CC(S(O)(=O)=O)=CC=1, predict the reaction product. The product is: [Cl:1][C:2]1[CH:3]=[C:4]([C:9]2[N:13]=[C:12]3[NH:14][C:27]([C:23]4[CH:22]=[C:21]5[C:26](=[CH:25][CH:24]=4)[NH:18][N:19]=[CH:20]5)=[CH:28][C:29](=[O:30])[N:11]3[N:10]=2)[CH:5]=[CH:6][C:7]=1[Cl:8].